Dataset: Full USPTO retrosynthesis dataset with 1.9M reactions from patents (1976-2016). Task: Predict the reactants needed to synthesize the given product. (1) Given the product [F:5]/[C:3](/[C:17]1[CH:18]=[CH:19][C:20]([O:23][CH2:24][CH3:25])=[C:21]([F:22])[C:16]=1[F:15])=[C:2](/[F:1])\[CH:6]1[CH2:11][CH2:10][CH:9]([CH2:12][CH2:13][CH3:14])[CH2:8][CH2:7]1, predict the reactants needed to synthesize it. The reactants are: [F:1]/[C:2](/[CH:6]1[CH2:11][CH2:10][CH:9]([CH2:12][CH2:13][CH3:14])[CH2:8][CH2:7]1)=[C:3](/[F:5])\I.[F:15][C:16]1[C:21]([F:22])=[C:20]([O:23][CH2:24][CH3:25])[CH:19]=[CH:18][C:17]=1B(O)O.C(=O)([O-])[O-].[Na+].[Na+].O. (2) Given the product [F:13][C:12]1[CH:11]=[C:10]([CH:9]=[C:8]([F:17])[C:7]=1[N:5]1[CH:6]=[CH:2][N:3]=[CH:4]1)[NH2:14], predict the reactants needed to synthesize it. The reactants are: Cl[C:2]1[N:3]=[CH:4][N:5]([C:7]2[C:12]([F:13])=[CH:11][C:10]([N+:14]([O-])=O)=[CH:9][C:8]=2[F:17])[CH:6]=1.ClC1N=CN(C2C(F)=CC(N)=CC=2F)C=1.